This data is from Forward reaction prediction with 1.9M reactions from USPTO patents (1976-2016). The task is: Predict the product of the given reaction. Given the reactants Cl[C:2]1[C:11]2[C:6](=[CH:7][C:8]([F:12])=[CH:9][CH:10]=2)[N:5]=[C:4]([C:13]2[CH:18]=[CH:17][CH:16]=[CH:15][N:14]=2)[C:3]=1[CH3:19].[O:20]1[CH2:25][CH2:24][N:23]([C:26]2[CH:35]=[CH:34][C:29]3[O:30][CH2:31][CH2:32][NH:33][C:28]=3[CH:27]=2)[CH2:22][CH2:21]1.CC(C1C=C(C(C)C)C(C2C=CC=CC=2P(C2CCCCC2)C2CCCCC2)=C(C(C)C)C=1)C.CC(C)([O-])C.[Na+], predict the reaction product. The product is: [F:12][C:8]1[CH:7]=[C:6]2[C:11]([C:2]([N:33]3[C:28]4[CH:27]=[C:26]([N:23]5[CH2:24][CH2:25][O:20][CH2:21][CH2:22]5)[CH:35]=[CH:34][C:29]=4[O:30][CH2:31][CH2:32]3)=[C:3]([CH3:19])[C:4]([C:13]3[CH:18]=[CH:17][CH:16]=[CH:15][N:14]=3)=[N:5]2)=[CH:10][CH:9]=1.